Dataset: Catalyst prediction with 721,799 reactions and 888 catalyst types from USPTO. Task: Predict which catalyst facilitates the given reaction. Reactant: [Br:1][C:2]1[CH:3]=[N:4][CH:5]=[C:6]([Br:9])[C:7]=1[NH2:8].Cl[C:11]1[C:20]2[C:15](=[C:16]([O:23][CH:24]3[CH2:28][CH2:27][CH2:26][CH2:25]3)[C:17]([O:21][CH3:22])=[CH:18][CH:19]=2)[N:14]=[CH:13][CH:12]=1. Product: [CH:24]1([O:23][C:16]2[C:17]([O:21][CH3:22])=[CH:18][CH:19]=[C:20]3[C:15]=2[N:14]=[CH:13][CH:12]=[C:11]3[NH:8][C:7]2[C:6]([Br:9])=[CH:5][N:4]=[CH:3][C:2]=2[Br:1])[CH2:25][CH2:26][CH2:27][CH2:28]1. The catalyst class is: 16.